This data is from HIV replication inhibition screening data with 41,000+ compounds from the AIDS Antiviral Screen. The task is: Binary Classification. Given a drug SMILES string, predict its activity (active/inactive) in a high-throughput screening assay against a specified biological target. (1) The molecule is CC(=O)OC1C(O)COC(OC2CCC34CC35CCC3(C)C(C6(C)CCC(C(C)(C)O)O6)C(O)CC3(C)C5CC(OC3OCC(O)C(O)C3O)C4C2(C)C)C1OC1OCC(O)C(O)C1O. The result is 0 (inactive). (2) The drug is O=C1NC(O)c2cccc(Cl)c2O1. The result is 0 (inactive). (3) The molecule is NC(CCC(=O)NC(CSc1ccc([N+](=O)[O-])cc1[N+](=O)[O-])C(=O)NCC(=O)O)C(=O)O. The result is 0 (inactive). (4) The compound is CC(=O)n1cc(CC(C)O)c(=O)[nH]c1=O. The result is 0 (inactive).